Dataset: NCI-60 drug combinations with 297,098 pairs across 59 cell lines. Task: Regression. Given two drug SMILES strings and cell line genomic features, predict the synergy score measuring deviation from expected non-interaction effect. Drug 1: CN(C)N=NC1=C(NC=N1)C(=O)N. Drug 2: N.N.Cl[Pt+2]Cl. Cell line: SK-MEL-28. Synergy scores: CSS=2.31, Synergy_ZIP=4.43, Synergy_Bliss=6.71, Synergy_Loewe=-0.346, Synergy_HSA=0.352.